From a dataset of Reaction yield outcomes from USPTO patents with 853,638 reactions. Predict the reaction yield, written as a fraction of the theoretical maximum amount of product (1.0 means a 100% yield; for example, 0.34 means a 34% yield). (1) The yield is 0.117. The product is [C:1]([O:5][C@@H:6]([C:11]1[C:40]([CH3:41])=[C:39]([C:42]([OH:45])([CH3:44])[CH3:43])[C:38]2=[N:46][C:35]3=[CH:36][N:37]2[C:12]=1[N:13]1[CH2:14][CH2:15][C:16]([CH3:52])([O:17][CH2:18][CH2:19][CH2:20][CH2:21][C@H:22]([CH3:49])[O:23][C:24]2[CH:25]=[CH:26][C:27]([F:48])=[CH:28][C:29]=2[C:30]2[CH:47]=[C:34]3[CH:33]=[CH:32][CH:31]=2)[CH2:50][CH2:51]1)[C:7]([OH:9])=[O:8])([CH3:2])([CH3:3])[CH3:4]. No catalyst specified. The reactants are [C:1]([O:5][C@@H:6]([C:11]1[C:40]([CH3:41])=[C:39]([C:42]([OH:45])([CH3:44])[CH3:43])[C:38]2=[N:46][C:35]3=[CH:36][N:37]2[C:12]=1[N:13]1[CH2:51][CH2:50][C:16]([CH3:52])([O:17][CH2:18][CH2:19][CH2:20][CH2:21][C@H:22]([CH3:49])[O:23][C:24]2[CH:25]=[CH:26][C:27]([F:48])=[CH:28][C:29]=2[C:30]2[CH:47]=[C:34]3[CH:33]=[CH:32][CH:31]=2)[CH2:15][CH2:14]1)[C:7]([O:9]C)=[O:8])([CH3:4])([CH3:3])[CH3:2].C(O[C@@H](C1C(C)=CC2=NC3=C(Cl)N2C=1N1CCC(C)(OCCCC[C@H](C)OC2C=CC(C)=CC=2C2C=C3C=CC=2)CC1)C(O)=O)(C)(C)C. (2) The reactants are [N+:1]([C:4]1[CH:17]=[CH:16][C:7]([O:8][C:9]2[CH:15]=[CH:14][C:12]([NH2:13])=[CH:11][CH:10]=2)=[CH:6][CH:5]=1)([O-:3])=[O:2].[C:18]([S-:20])#[N:19].[K+].BrBr.[NH4+].[OH-]. The catalyst is CC(O)=O.O. The product is [N+:1]([C:4]1[CH:17]=[CH:16][C:7]([O:8][C:9]2[CH:15]=[CH:14][C:12]3[N:13]=[C:18]([NH2:19])[S:20][C:11]=3[CH:10]=2)=[CH:6][CH:5]=1)([O-:3])=[O:2]. The yield is 0.660. (3) The reactants are [Cl:1][C:2]1[CH:3]=[C:4]([OH:16])[CH:5]=[N:6][C:7]=1[O:8][CH2:9][C:10]([F:15])([F:14])[CH:11]([F:13])[F:12].[Cl:17][C:18]1[C:19](F)=[CH:20][C:21]([F:31])=[C:22]([CH:30]=1)[C:23]([O:25][C:26]([CH3:29])([CH3:28])[CH3:27])=[O:24].C(=O)([O-])[O-].[K+].[K+]. The catalyst is CN(C)C=O. The product is [Cl:17][C:18]1[C:19]([O:16][C:4]2[CH:5]=[N:6][C:7]([O:8][CH2:9][C:10]([F:14])([F:15])[CH:11]([F:12])[F:13])=[C:2]([Cl:1])[CH:3]=2)=[CH:20][C:21]([F:31])=[C:22]([CH:30]=1)[C:23]([O:25][C:26]([CH3:27])([CH3:28])[CH3:29])=[O:24]. The yield is 0.700. (4) The reactants are Br[C:2]1[CH2:3][C:4]2[C:9]([CH:10]=1)=[C:8]([C:11]1[CH:16]=[C:15]([C:17]([CH3:20])([CH3:19])[CH3:18])[CH:14]=[C:13]([C:21]([CH3:24])([CH3:23])[CH3:22])[CH:12]=1)[CH:7]=[CH:6][CH:5]=2.[CH:25]1([Mg]Br)[CH2:27][CH2:26]1.O1CCCC1.Cl. The catalyst is C1(C)C=CC=CC=1. The product is [CH:25]1([C:2]2[CH2:3][C:4]3[C:9]([CH:10]=2)=[C:8]([C:11]2[CH:12]=[C:13]([C:21]([CH3:24])([CH3:23])[CH3:22])[CH:14]=[C:15]([C:17]([CH3:20])([CH3:19])[CH3:18])[CH:16]=2)[CH:7]=[CH:6][CH:5]=3)[CH2:27][CH2:26]1. The yield is 0.480.